Dataset: Forward reaction prediction with 1.9M reactions from USPTO patents (1976-2016). Task: Predict the product of the given reaction. (1) Given the reactants [CH2:1]([C:3]1[C:4]([NH:11][C@@H:12]2[C:20]3[C:15](=[CH:16][CH:17]=[CH:18][CH:19]=3)[CH2:14][C@@H]2O)=[N:5][C:6]([CH2:9][CH3:10])=[CH:7][N:8]=1)[CH3:2].[S:22]1C2CCCC(N)C=2C=C1, predict the reaction product. The product is: [CH2:1]([C:3]1[C:4]([NH:11][CH:12]2[C:20]3[CH:15]=[CH:14][S:22][C:19]=3[CH2:18][CH2:17][CH2:16]2)=[N:5][C:6]([CH2:9][CH3:10])=[CH:7][N:8]=1)[CH3:2]. (2) Given the reactants [N+:1]([O-:4])(O)=[O:2].[O:5]=[C:6]([C:12]1[CH:17]=[CH:16][C:15]([CH3:18])=[CH:14][CH:13]=1)[CH2:7][CH2:8][C:9]([OH:11])=[O:10], predict the reaction product. The product is: [CH3:18][C:15]1[CH:14]=[CH:13][C:12]([C:6](=[O:5])[CH2:7][CH2:8][C:9]([OH:11])=[O:10])=[CH:17][C:16]=1[N+:1]([O-:4])=[O:2]. (3) Given the reactants BrC1N=C(C(=O)NC)C(NC2C(C(F)(F)F)=CN=C(NC3C=CC(CCCP(=O)O)=CC=3OC)N=2)=CC=1.[Br:38][C:39]1[N:44]=[C:43]([C:45](=[O:48])[NH:46][CH3:47])[C:42]([NH:49][C:50]2[C:55]([C:56]([F:59])([F:58])[F:57])=[CH:54][N:53]=[C:52]([NH:60][C:61]3[CH:75]=[CH:74][C:64]([CH2:65][CH2:66][CH:67]([PH:69](=[O:73])[O:70]CC)[CH3:68])=[CH:63][C:62]=3[O:76][CH3:77])[N:51]=2)=[CH:41][CH:40]=1, predict the reaction product. The product is: [Br:38][C:39]1[N:44]=[C:43]([C:45](=[O:48])[NH:46][CH3:47])[C:42]([NH:49][C:50]2[C:55]([C:56]([F:59])([F:57])[F:58])=[CH:54][N:53]=[C:52]([NH:60][C:61]3[CH:75]=[CH:74][C:64]([CH2:65][CH2:66][CH:67]([PH:69](=[O:70])[OH:73])[CH3:68])=[CH:63][C:62]=3[O:76][CH3:77])[N:51]=2)=[CH:41][CH:40]=1. (4) Given the reactants [C:1]([C:5]1[CH:6]=[C:7]([C:14]([F:17])([F:16])[F:15])[C:8]([O:12][CH3:13])=[C:9]([NH2:11])[CH:10]=1)([CH3:4])([CH3:3])[CH3:2].[N:18]1([CH2:24][CH2:25][O:26][C:27]2[C:36]3[C:31](=[CH:32][CH:33]=[CH:34][CH:35]=3)[C:30]([C:37](=[O:41])[C:38](Cl)=[O:39])=[CH:29][CH:28]=2)[CH2:23][CH2:22][O:21][CH2:20][CH2:19]1.CCN(C(C)C)C(C)C, predict the reaction product. The product is: [C:1]([C:5]1[CH:6]=[C:7]([C:14]([F:15])([F:16])[F:17])[C:8]([O:12][CH3:13])=[C:9]([NH:11][C:38](=[O:39])[C:37]([C:30]2[C:31]3[C:36](=[CH:35][CH:34]=[CH:33][CH:32]=3)[C:27]([O:26][CH2:25][CH2:24][N:18]3[CH2:19][CH2:20][O:21][CH2:22][CH2:23]3)=[CH:28][CH:29]=2)=[O:41])[CH:10]=1)([CH3:4])([CH3:2])[CH3:3]. (5) Given the reactants C([Mg]Br)C.[C:5]([C:14]1[CH:19]=[C:18]([CH3:20])[CH:17]=[CH:16][C:15]=1[OH:21])([C:8]1[CH:13]=[CH:12][CH:11]=[CH:10][CH:9]=1)([CH3:7])[CH3:6].[CH2:22]=[O:23].C(N(CC)CC)C, predict the reaction product. The product is: [C:5]([C:14]1[CH:19]=[C:18]([CH3:20])[CH:17]=[C:16]([CH:22]=[O:23])[C:15]=1[OH:21])([C:8]1[CH:9]=[CH:10][CH:11]=[CH:12][CH:13]=1)([CH3:7])[CH3:6].